From a dataset of Reaction yield outcomes from USPTO patents with 853,638 reactions. Predict the reaction yield, written as a fraction of the theoretical maximum amount of product (1.0 means a 100% yield; for example, 0.34 means a 34% yield). (1) The reactants are [C:1](Cl)(=[O:7])[CH2:2][CH2:3][CH2:4][CH2:5][CH3:6].[CH:9]1([CH2:15][O:16][C:17]2[CH:18]=[C:19]([CH:33]=[CH:34][CH:35]=2)[C:20]([NH:22][C:23]2[CH:28]=[CH:27][CH:26]=[CH:25][C:24]=2[S:29](=[O:32])(=[O:31])[NH2:30])=[O:21])[CH2:14][CH2:13][CH2:12][CH2:11][CH2:10]1. The catalyst is CN(C)C1C=CN=CC=1.O1CCCC1. The product is [CH:9]1([CH2:15][O:16][C:17]2[CH:18]=[C:19]([CH:33]=[CH:34][CH:35]=2)[C:20]([NH:22][C:23]2[CH:28]=[CH:27][CH:26]=[CH:25][C:24]=2[S:29]([NH:30][C:1](=[O:7])[CH2:2][CH2:3][CH2:4][CH2:5][CH3:6])(=[O:32])=[O:31])=[O:21])[CH2:14][CH2:13][CH2:12][CH2:11][CH2:10]1. The yield is 0.978. (2) The reactants are O=[C:2]([CH2:8][C:9](=O)[C:10]1[CH:15]=[CH:14][N:13]=[CH:12][CH:11]=1)[C:3]([O:5][CH2:6][CH3:7])=[O:4].[CH3:17][CH:18]([N:20]1[C:24]([NH2:25])=[CH:23][CH:22]=[N:21]1)[CH3:19]. The catalyst is C1C=CC=CC=1. The product is [CH3:17][CH:18]([N:20]1[C:24]2[N:25]=[C:9]([C:10]3[CH:15]=[CH:14][N:13]=[CH:12][CH:11]=3)[CH:8]=[C:2]([C:3]([O:5][CH2:6][CH3:7])=[O:4])[C:23]=2[CH:22]=[N:21]1)[CH3:19]. The yield is 0.430. (3) The reactants are [NH2:1][CH2:2][CH2:3][NH:4][C:5]1[O:6][C:7]2[C:27]([OH:28])=[C:26]([O:29][CH3:30])[CH:25]=[CH:24][C:8]=2[C:9]=1[C:10]([C:12]1[CH:17]=[C:16]([O:18][CH3:19])[C:15]([O:20][CH3:21])=[C:14]([O:22][CH3:23])[CH:13]=1)=[O:11].[F:31][C:32]([F:37])([F:36])[C:33]([OH:35])=[O:34]. No catalyst specified. The product is [F:31][C:32]([F:37])([F:36])[C:33]([OH:35])=[O:34].[NH2:1][CH2:2][CH2:3][NH:4][C:5]1[O:6][C:7]2[C:27]([OH:28])=[C:26]([O:29][CH3:30])[CH:25]=[CH:24][C:8]=2[C:9]=1[C:10]([C:12]1[CH:13]=[C:14]([O:22][CH3:23])[C:15]([O:20][CH3:21])=[C:16]([O:18][CH3:19])[CH:17]=1)=[O:11]. The yield is 0.420. (4) The reactants are Cl.[NH2:2][C:3]1[CH:8]=[CH:7][C:6]([OH:9])=[CH:5][CH:4]=1.CC([O-])(C)C.[K+].[Cl:16][C:17]1[C:18]([C:24]([NH2:26])=[O:25])=[N:19][CH:20]=[CH:21][C:22]=1Cl. The catalyst is CN(C=O)C. The product is [NH2:2][C:3]1[CH:8]=[CH:7][C:6]([O:9][C:22]2[CH:21]=[CH:20][N:19]=[C:18]([C:24]([NH2:26])=[O:25])[C:17]=2[Cl:16])=[CH:5][CH:4]=1. The yield is 0.643. (5) The reactants are [CH2:1]([N:3]([CH2:19]/[CH:20]=[CH:21]\[CH2:22]O)[C:4](=[O:18])[CH:5]([C:12]1[CH:17]=[CH:16][CH:15]=[CH:14][CH:13]=1)[C:6]1[CH:11]=[CH:10][CH:9]=[CH:8][CH:7]=1)[CH3:2].[Na+].[Cl-].S([Cl:30])(C)(=O)=O.[NH4+].[Cl-]. The catalyst is CN(C1C=CN=CC=1)C.C(Cl)Cl. The product is [Cl:30][CH2:22]/[CH:21]=[CH:20]\[CH2:19][N:3]([CH2:1][CH3:2])[C:4](=[O:18])[CH:5]([C:12]1[CH:17]=[CH:16][CH:15]=[CH:14][CH:13]=1)[C:6]1[CH:11]=[CH:10][CH:9]=[CH:8][CH:7]=1. The yield is 0.710.